The task is: Predict the reactants needed to synthesize the given product.. This data is from Full USPTO retrosynthesis dataset with 1.9M reactions from patents (1976-2016). Given the product [OH:31][CH2:29][C@@H:25]1[CH2:24][CH2:23][CH2:28][N:35]1[C:3]1[N:8]=[C:7]([NH:9][CH2:10][C:11]2[CH:16]=[CH:15][C:14]([O:17][CH3:18])=[C:13]([Cl:19])[CH:12]=2)[C:6]([CH:20]=[O:21])=[CH:5][N:4]=1, predict the reactants needed to synthesize it. The reactants are: CS[C:3]1[N:8]=[C:7]([NH:9][CH2:10][C:11]2[CH:16]=[CH:15][C:14]([O:17][CH3:18])=[C:13]([Cl:19])[CH:12]=2)[C:6]([CH:20]=[O:21])=[CH:5][N:4]=1.Cl[C:23]1[CH:28]=CC=[C:25]([C:29]([O:31]O)=O)[CH:24]=1.C([N:35](CC)CC)C.